From a dataset of Reaction yield outcomes from USPTO patents with 853,638 reactions. Predict the reaction yield, written as a fraction of the theoretical maximum amount of product (1.0 means a 100% yield; for example, 0.34 means a 34% yield). (1) The reactants are C([N:8]([CH2:12][CH2:13][CH:14]1[C:22]2[C:17](=[CH:18][CH:19]=[CH:20][CH:21]=2)[NH:16][C:15]1=[O:23])[CH2:9][CH2:10][OH:11])C1C=CC=CC=1.Cl[C:25]([O:27][CH2:28][C:29]1[CH:34]=[CH:33][CH:32]=[CH:31][CH:30]=1)=[O:26].C(=O)([O-])O.[K+].O. The catalyst is ClCCl. The product is [CH2:28]([O:27][C:25]([N:8]([CH2:12][CH2:13][CH:14]1[C:22]2[C:17](=[CH:18][CH:19]=[CH:20][CH:21]=2)[NH:16][C:15]1=[O:23])[CH2:9][CH2:10][OH:11])=[O:26])[C:29]1[CH:34]=[CH:33][CH:32]=[CH:31][CH:30]=1. The yield is 0.520. (2) The reactants are [C:1]([O:5][C:6](=[O:30])[NH:7][CH2:8][CH2:9][CH2:10][C:11](=[N:18][NH:19][C:20](=[O:29])[C:21]1[CH:26]=[C:25]([F:27])[CH:24]=[CH:23][C:22]=1[F:28])[C:12]1[CH:17]=[CH:16][CH:15]=[CH:14][CH:13]=1)([CH3:4])([CH3:3])[CH3:2].[C:31](O[C:31](=[O:35])[CH:32]([CH3:34])[CH3:33])(=[O:35])[CH:32]([CH3:34])[CH3:33]. The catalyst is ClCCCl. The product is [C:1]([O:5][C:6](=[O:30])[NH:7][CH2:8][CH2:9][CH2:10][C:11]1([C:12]2[CH:17]=[CH:16][CH:15]=[CH:14][CH:13]=2)[N:18]([C:31](=[O:35])[CH:32]([CH3:34])[CH3:33])[N:19]=[C:20]([C:21]2[CH:26]=[C:25]([F:27])[CH:24]=[CH:23][C:22]=2[F:28])[O:29]1)([CH3:4])([CH3:2])[CH3:3]. The yield is 0.410.